From a dataset of Forward reaction prediction with 1.9M reactions from USPTO patents (1976-2016). Predict the product of the given reaction. (1) Given the reactants [Si]([O:18][C:19]1[CH:20]=[C:21]([C@:26]([NH:45][C:46]([NH:48][CH2:49][C:50]([F:53])([F:52])[F:51])=[O:47])([C:34]2[CH:39]=[CH:38][C:37]([F:40])=[C:36]([C:41]([F:44])([F:43])[F:42])[CH:35]=2)[CH2:27][C:28]2[CH:33]=[CH:32][CH:31]=[CH:30][CH:29]=2)[CH:22]=[C:23]([F:25])[CH:24]=1)(C(C)(C)C)(C1C=CC=CC=1)C1C=CC=CC=1.CCCC[N+](CCCC)(CCCC)CCCC.[F-], predict the reaction product. The product is: [F:40][C:37]1[CH:38]=[CH:39][C:34]([C@@:26]([NH:45][C:46]([NH:48][CH2:49][C:50]([F:51])([F:52])[F:53])=[O:47])([C:21]2[CH:20]=[C:19]([OH:18])[CH:24]=[C:23]([F:25])[CH:22]=2)[CH2:27][C:28]2[CH:29]=[CH:30][CH:31]=[CH:32][CH:33]=2)=[CH:35][C:36]=1[C:41]([F:44])([F:42])[F:43]. (2) The product is: [OH:38][CH2:37][C:35]([N:1]1[CH2:2][CH2:3][CH:4]([CH2:7][NH:8][C:9]([C:11]2[C:15]3[N:16]=[CH:17][N:18]=[C:19]([C:20]4[C:28]5[O:27][CH2:26][O:25][C:24]=5[CH:23]=[CH:22][C:21]=4[O:29][CH2:30][CH:31]4[CH2:32][CH2:33]4)[C:14]=3[NH:13][CH:12]=2)=[O:10])[CH2:5][CH2:6]1)=[O:36]. Given the reactants [NH:1]1[CH2:6][CH2:5][CH:4]([CH2:7][NH:8][C:9]([C:11]2[C:15]3[N:16]=[CH:17][N:18]=[C:19]([C:20]4[C:28]5[O:27][CH2:26][O:25][C:24]=5[CH:23]=[CH:22][C:21]=4[O:29][CH2:30][CH:31]4[CH2:33][CH2:32]4)[C:14]=3[NH:13][CH:12]=2)=[O:10])[CH2:3][CH2:2]1.Cl[C:35]([CH2:37][O:38]C(=O)C)=[O:36], predict the reaction product. (3) Given the reactants [CH2:1]([O:3][C:4](=[O:29])[CH2:5][CH2:6][CH2:7][CH2:8][N:9]1[CH2:14][CH2:13][O:12][C@H:11]([CH2:15][NH:16][C:17](=[O:28])[C:18]2[CH:23]=[C:22]([Cl:24])[C:21]([NH2:25])=[CH:20][C:19]=2[O:26][CH3:27])[CH2:10]1)[CH3:2].[N:30]12CC[CH:33]([CH2:34][CH2:35]1)[CH:32](O)[CH2:31]2, predict the reaction product. The product is: [NH2:25][C:21]1[C:22]([Cl:24])=[CH:23][C:18]([C:17]([NH:16][CH2:15][C@@H:11]2[CH2:10][N:9]([CH2:8][CH2:7][CH2:6][CH2:5][C:4]([O:3][C@@H:1]3[CH:33]4[CH2:34][CH2:35][N:30]([CH2:31][CH2:32]4)[CH2:2]3)=[O:29])[CH2:14][CH2:13][O:12]2)=[O:28])=[C:19]([O:26][CH3:27])[CH:20]=1. (4) The product is: [CH3:36][N:35]([CH3:37])[C:2]1[N:7]=[C:6]([CH2:8][CH2:9][O:10][CH2:11][N:12]2[C:16]3[CH:17]=[CH:18][CH:19]=[CH:20][C:15]=3[N:14]=[C:13]2[NH:21][CH:22]2[CH2:27][CH2:26][N:25]([C:28]([O:30][C:31]([CH3:34])([CH3:33])[CH3:32])=[O:29])[CH2:24][CH2:23]2)[CH:5]=[CH:4][CH:3]=1. Given the reactants Br[C:2]1[N:7]=[C:6]([CH2:8][CH2:9][O:10][CH2:11][N:12]2[C:16]3[CH:17]=[CH:18][CH:19]=[CH:20][C:15]=3[N:14]=[C:13]2[NH:21][CH:22]2[CH2:27][CH2:26][N:25]([C:28]([O:30][C:31]([CH3:34])([CH3:33])[CH3:32])=[O:29])[CH2:24][CH2:23]2)[CH:5]=[CH:4][CH:3]=1.[NH:35]([CH3:37])[CH3:36], predict the reaction product.